From a dataset of Forward reaction prediction with 1.9M reactions from USPTO patents (1976-2016). Predict the product of the given reaction. (1) Given the reactants [N+:1]([C:4]1[C:10]([C:11]([F:14])([F:13])[F:12])=[CH:9][CH:8]=[CH:7][C:5]=1[NH2:6])([O-:3])=[O:2].I[C:16]1[CH:21]=[CH:20][CH:19]=[C:18]([O:22][C:23]2[CH:28]=[CH:27][CH:26]=[C:25]([S:29]([CH3:32])(=[O:31])=[O:30])[CH:24]=2)[CH:17]=1.CC(C1C=C(C(C)C)C(C2C=CC=CC=2P(C2CCCCC2)C2CCCCC2)=C(C(C)C)C=1)C.C([O-])([O-])=O.[K+].[K+], predict the reaction product. The product is: [CH3:32][S:29]([C:25]1[CH:24]=[C:23]([CH:28]=[CH:27][CH:26]=1)[O:22][C:18]1[CH:17]=[C:16]([NH:6][C:5]2[CH:7]=[CH:8][CH:9]=[C:10]([C:11]([F:12])([F:13])[F:14])[C:4]=2[N+:1]([O-:3])=[O:2])[CH:21]=[CH:20][CH:19]=1)(=[O:30])=[O:31]. (2) Given the reactants C(=O)([O-])[O-].[Cs+].[Cs+].[Br:7][C:8]1[CH:13]=[CH:12][C:11]([N+:14]([O-:16])=[O:15])=[C:10](F)[CH:9]=1.[F:18][C:19]1[CH:24]=[CH:23][CH:22]=[CH:21][C:20]=1[SH:25].O, predict the reaction product. The product is: [Br:7][C:8]1[CH:13]=[CH:12][C:11]([N+:14]([O-:16])=[O:15])=[C:10]([S:25][C:20]2[CH:21]=[CH:22][CH:23]=[CH:24][C:19]=2[F:18])[CH:9]=1. (3) Given the reactants [Br:1][C:2]1[CH:3]=[C:4]2[C:8](=[CH:9][CH:10]=1)[NH:7][C:6]([C:11]([OH:13])=O)=[CH:5]2.[F:14][C:15]1[CH:16]=[C:17]([CH:19]=[CH:20][C:21]=1[F:22])[NH2:18].ON1C2C=CC=CC=2N=N1.C(N(CC)C(C)C)(C)C, predict the reaction product. The product is: [F:14][C:15]1[CH:16]=[C:17]([NH:18][C:11]([C:6]2[NH:7][C:8]3[C:4]([CH:5]=2)=[CH:3][C:2]([Br:1])=[CH:10][CH:9]=3)=[O:13])[CH:19]=[CH:20][C:21]=1[F:22]. (4) Given the reactants [CH:1]1([C:4]([C:14]2[C:22]3[C:17](=[C:18]([CH2:23][S:24][CH3:25])[CH:19]=[CH:20][CH:21]=3)[NH:16][CH:15]=2)([C:6]2[CH:11]=[CH:10][C:9]([F:12])=[CH:8][C:7]=2[F:13])[CH3:5])[CH2:3][CH2:2]1.CC(C(C1C2C(=C(CS(C)=[O:53])C=CC=2)NC=1)C1C=CC(C(F)(F)F)=CC=1)CC#N, predict the reaction product. The product is: [CH:1]1([C:4]([C:14]2[C:22]3[C:17](=[C:18]([CH2:23][S:24]([CH3:25])=[O:53])[CH:19]=[CH:20][CH:21]=3)[NH:16][CH:15]=2)([C:6]2[CH:11]=[CH:10][C:9]([F:12])=[CH:8][C:7]=2[F:13])[CH3:5])[CH2:3][CH2:2]1. (5) The product is: [OH:8][C@H:9]1[C@:12]2([C:29]3[CH:30]=[CH:31][CH:32]=[CH:33][CH:34]=3)[C:13]3[CH:28]=[CH:27][CH:26]=[CH:25][C:14]=3[N:15]([C:19]3[CH:24]=[CH:23][CH:22]=[CH:21][CH:20]=3)[C:16](=[O:18])[CH2:17][N:11]2[C:10]1=[O:35]. Given the reactants C([O:8][C@H:9]1[C@:12]2([C:29]3[CH:34]=[CH:33][CH:32]=[CH:31][CH:30]=3)[C:13]3[CH:28]=[CH:27][CH:26]=[CH:25][C:14]=3[N:15]([C:19]3[CH:24]=[CH:23][CH:22]=[CH:21][CH:20]=3)[C:16](=[O:18])[CH2:17][N:11]2[C:10]1=[O:35])C1C=CC=CC=1.C1COCC1.C(O)C, predict the reaction product. (6) The product is: [Cl:9][C:6]1[N:5]=[CH:4][C:3]([C:10]([N:12]2[CH2:17][CH2:16][CH:15]([C:18]3[CH:19]=[CH:20][C:21]([F:24])=[CH:22][CH:23]=3)[CH2:14][CH2:13]2)=[O:11])=[C:2]([NH:30][C:29]2[CH:31]=[CH:32][C:26]([Cl:25])=[CH:27][CH:28]=2)[C:7]=1[CH3:8]. Given the reactants Cl[C:2]1[C:7]([CH3:8])=[C:6]([Cl:9])[N:5]=[CH:4][C:3]=1[C:10]([N:12]1[CH2:17][CH2:16][CH:15]([C:18]2[CH:23]=[CH:22][C:21]([F:24])=[CH:20][CH:19]=2)[CH2:14][CH2:13]1)=[O:11].[Cl:25][C:26]1[CH:32]=[CH:31][C:29]([NH2:30])=[CH:28][CH:27]=1, predict the reaction product. (7) Given the reactants O=[C:2]1[CH2:10][CH:9]2[CH2:11][C:5]3([NH:13][C:14](=[O:20])[O:15][C:16]([CH3:19])([CH3:18])[CH3:17])[CH2:6][CH:7]([CH2:12][CH:3]1[CH2:4]3)[CH2:8]2.[NH2:21][OH:22].Cl.[OH-].[Na+], predict the reaction product. The product is: [OH:22][N:21]=[C:2]1[CH2:10][CH:9]2[CH2:11][C:5]3([NH:13][C:14](=[O:20])[O:15][C:16]([CH3:19])([CH3:18])[CH3:17])[CH2:6][CH:7]([CH2:12][CH:3]1[CH2:4]3)[CH2:8]2. (8) Given the reactants Cl[C:2]1[N:3]=[C:4]([N:19]2[CH2:24][CH2:23][O:22][CH2:21][CH2:20]2)[C:5]2[S:10][C:9]([CH2:11][O:12][CH2:13][C:14]([N:16]([CH3:18])[CH3:17])=[O:15])=[CH:8][C:6]=2[N:7]=1.CC1(C)C(C)(C)OB([C:33]2[CH:41]=[CH:40][CH:39]=[C:38]3[C:34]=2[CH:35]=[N:36][NH:37]3)O1, predict the reaction product. The product is: [NH:37]1[C:38]2[C:34](=[C:33]([C:2]3[N:3]=[C:4]([N:19]4[CH2:24][CH2:23][O:22][CH2:21][CH2:20]4)[C:5]4[S:10][C:9]([CH2:11][O:12][CH2:13][C:14]([N:16]([CH3:18])[CH3:17])=[O:15])=[CH:8][C:6]=4[N:7]=3)[CH:41]=[CH:40][CH:39]=2)[CH:35]=[N:36]1. (9) Given the reactants Br[C:2]1[CH:7]=[CH:6][C:5]([CH:8]2[CH2:10][CH2:9]2)=[CH:4][CH:3]=1.N12CCCN=C1CCCCC2.[CH2:22]([OH:25])[C:23]#[CH:24], predict the reaction product. The product is: [CH:8]1([C:5]2[CH:6]=[CH:7][C:2]([C:24]#[C:23][CH2:22][OH:25])=[CH:3][CH:4]=2)[CH2:10][CH2:9]1.